Dataset: Experimentally validated miRNA-target interactions with 360,000+ pairs, plus equal number of negative samples. Task: Binary Classification. Given a miRNA mature sequence and a target amino acid sequence, predict their likelihood of interaction. (1) The miRNA is hsa-miR-1289 with sequence UGGAGUCCAGGAAUCUGCAUUUU. The protein sequence of the target gene is MDPECSRLLPALCAVLADPRQLVADDTCLEKLLDWFKTVTEAESSLQLLQDHPCLMELLSHVLKPQDVSPRVLSFALRLVGVFAAQEDCFEYLQQGELLLGLFGESGAPGWAAWSIPSVRSGWIQGLCYLAHHPSALHFLADSGAVDTLFSLQGDPSLFVASAASQLLVHILALSMQGGAPGSPVPEAAAWPMCAQKIVNHVDESLHAKATPQVTQALNVLTTTFGRCHNPWTGVLWERLSPPVARLFERDPIPAVHALMDLLLSVARSPVLNFAACGLWEMLAQTLSRLSPIQAGPLAL.... Result: 0 (no interaction). (2) The miRNA is hsa-miR-4516 with sequence GGGAGAAGGGUCGGGGC. The protein sequence of the target gene is MAALAEEQTEVAVKLEPEGPPTLLPPQAGDGAGEGSGGTTNNGPNGGGGNVAASSSTGGDGGTPKPTVAVSAAAPAGAAPVPAAAPDAGAPHDRQTLLAVLQFLRQSKLREAEEALRREAGLLEEAVAGSGAPGEVDSAGAEVTSALLSRVTASAPGPAAPDPPGTGASGATVVSGSASGPAAPGKVGSVAVEDQPDVSAVLSAYNQQGDPTMYEEYYSGLKHFIECSLDCHRAELSQLFYPLFVHMYLELVYNQHENEAKSFFEKFHGDQECYYQDDLRVLSSLTKKEHMKGNETMLDF.... Result: 0 (no interaction). (3) The miRNA is hsa-miR-6507-5p with sequence GAAGAAUAGGAGGGACUUUGU. The protein sequence of the target gene is MTICQFFLQGRCRFGDRCWNEHPGARGAGGARQPPPQQQPPSGNNRRGWNASSQRYSNVIQPSSFPKSTPWGGSRDQDKPPFGSFDSGASTSRGFGSSQNPFASPLSDEQKDEKKLLEGIVKDVEVWESSGQWMFSVYSPVRKKPNISGFTDISPEELRLEYHNFLTSNNLQSYLNSVQQLVSQWRNRINELKNLTMSTKGALLSDVKDGVSQAVPAFGFGSKQAGSFGSPGFPVNNSSSSTVQNFSFKTSPGLATPPSGSTSVFGSHPAFGAGPSAGSSISSSTPAFGLGKPEATSAAS.... Result: 0 (no interaction). (4) The miRNA is hsa-miR-6509-5p with sequence AUUAGGUAGUGGCAGUGGAAC. The protein sequence of the target gene is MMRREDEEEEGTMMKAKGDLEMKEEEEISETGELVGPFVSAMPTPMPHNKGTRFSEAWEYFHLAPARAGHHPNQYATCRLCGRQVSRGPGVNVGTTALWKHLKSMHREELEKSGHGQAGQRQDPRPHGPQLPTGIEGNWGRLLEQVGTMALWASQREKEVLRRERAVEWRERAVEKRERALEEVERAILEMKWKVRAEKEACQREKELPAAVHPFHFV. Result: 0 (no interaction). (5) The miRNA is hsa-miR-3664-3p with sequence UCUCAGGAGUAAAGACAGAGUU. The protein sequence of the target gene is MAARDSDSEEDLVSYGTGLEPLEEGERPKKPIPLQDQTVRDEKGRYKRFHGAFSGGFSAGYFNTVGSKEGWTPSTFVSSRQNRADKSVLGPEDFMDEEDLSEFGIAPKAIVTTDDFASKTKDRIREKARQLAAATAPIPGATLLDDLITPAKLSVGFELLRKMGWKEGQGVGPRVKRRPRRQKPDPGVKIYGCALPPGSSEGSEGEDDDYLPDNVTFAPKDVTPVDFTPKDNVHGLAYKGLDPHQALFGTSGEHFNLFSGGSERAGDLGEIGLNKGRKLGISGQAFGVGALEEEDDDIYA.... Result: 0 (no interaction). (6) The miRNA is hsa-miR-4660 with sequence UGCAGCUCUGGUGGAAAAUGGAG. Result: 0 (no interaction). The protein sequence of the target gene is MFWKLSLSLFLVAVLVKVAEARKNRPAGAIPSPYKDGSSNNSERWQHQIKEVLASSQEALVVTERKYLKSDWCKTQPLRQTVSEEGCRSRTILNRFCYGQCNSFYIPRHVKKEEESFQSCAFCKPQRVTSVLVELECPGLDPPFRLKKIQKVKQCRCMSVNLSDSDKQ. (7) The miRNA is hsa-miR-335-5p with sequence UCAAGAGCAAUAACGAAAAAUGU. The protein sequence of the target gene is MLLEPGRGCCALAILLAIVDIQSGGCINITSSASQEGTRLNLICTVWHKKEEAEGFVVFLCKDRSGDCSPETSLKQLRLKRDPGIDGVGEISSQLMFTISQVTPLHSGTYQCCARSQKSGIRLQGHFFSILFTETGNYTVTGLKQRQHLEFSHNEGTLSSGFLQEKVWVMLVTSLVALQAL. Result: 1 (interaction). (8) The miRNA is mmu-miR-187-3p with sequence UCGUGUCUUGUGUUGCAGCCGG. The protein sequence of the target gene is MDLSELERDNTGRCRLSSPVPAVCLKEPCVLGVDEAGRGPVLGPMVYAICYCPLSRLADLEALKVADSKTLTENERERLFAKMEEDGDFVGWALDVLSPNLISTSMLGRVKYNLNSLSHDTAAGLIQYALDQNVNVTQVFVDTVGMPETYQARLQQHFPGIEVTVKAKADSLFPVVSAASIFAKVARDKAVKNWQFVENLQDLDSDYGSGYPNDPKTKAWLRKHVDPVFGFPQFVRFSWSTAQAILEKEAEDVIWEDSEAEEDPERPGKITSYFSQGPQTCRPQAPHRYFQERGLEAASS.... Result: 1 (interaction). (9) The miRNA is dme-let-7-5p with sequence UGAGGUAGUAGGUUGUAUAGU. The protein sequence of the target gene is MTESAVCTGAVSAVKEVWEERIKKHHEDVKREKEFQHKLVRIWEDRVSLTKLKEKVTREDGRVILRIEKEEWKTLPSSLLKLNQLQEWQLHRTGLLKIPEFIGRFQHLIVLDLSRNTISEIPRGIGLLTRLQELILSYNKIKTVPKELSNCTSLEKLELAVNRDISDLPPELSKLLKLTHLDLSMNQFTTIPHAVLDMPALEWLDMGSNSLQQLPDSLDRMRSLHTLWLQRNEITCLPETIKNMKNLGTLVLSNNKLQDIPGCMEEMTNLRFVNFRDNPLRLEVTLPPSDNTDGEEEQEL.... Result: 0 (no interaction).